Dataset: Catalyst prediction with 721,799 reactions and 888 catalyst types from USPTO. Task: Predict which catalyst facilitates the given reaction. (1) Reactant: [Cl:1][C:2]1[CH:42]=[CH:41][C:5]([C:6]([C:8]2[N:12]([CH3:13])[CH:11]=[C:10]([C:14](=[O:40])[CH2:15][C:16]3[N:17]=[CH:18][N:19](C(C4C=CC=CC=4)(C4C=CC=CC=4)C4C=CC=CC=4)C=3)[CH:9]=2)=[O:7])=[CH:4][CH:3]=1.Cl. Product: [Cl:1][C:2]1[CH:42]=[CH:41][C:5]([C:6]([C:8]2[N:12]([CH3:13])[CH:11]=[C:10]([C:14]([C:15]3[NH:19][CH:18]=[N:17][CH:16]=3)=[O:40])[CH:9]=2)=[O:7])=[CH:4][CH:3]=1. The catalyst class is: 5. (2) Reactant: C(OC([N:8]1[CH2:13][CH2:12][N:11]([C:14]2[CH:19]=[CH:18][C:17]([O:20][CH3:21])=[C:16]([O:22][CH:23]3[CH2:27][CH2:26][CH2:25][CH2:24]3)[CH:15]=2)[CH2:10][C@@H:9]1[CH2:28][C:29]1[CH:34]=[CH:33][CH:32]=[CH:31][C:30]=1[CH3:35])=O)(C)(C)C.Cl. Product: [CH:23]1([O:22][C:16]2[CH:15]=[C:14]([N:11]3[CH2:12][CH2:13][NH:8][C@@H:9]([CH2:28][C:29]4[CH:34]=[CH:33][CH:32]=[CH:31][C:30]=4[CH3:35])[CH2:10]3)[CH:19]=[CH:18][C:17]=2[O:20][CH3:21])[CH2:24][CH2:25][CH2:26][CH2:27]1. The catalyst class is: 12. (3) Reactant: [CH:1]1([N:6]2[C:14]3[CH:13]=[CH:12][N:11]=[C:10]([O:15]C)[C:9]=3[C:8]([NH:17][C:18]3[CH:19]=[C:20]([S:24]([NH2:27])(=[O:26])=[O:25])[CH:21]=[CH:22][CH:23]=3)=[N:7]2)[CH2:5][CH2:4][CH2:3][CH2:2]1.[I-].[Na+].Cl[Si](C)(C)C.O. Product: [CH:1]1([N:6]2[C:14]3[CH:13]=[CH:12][NH:11][C:10](=[O:15])[C:9]=3[C:8]([NH:17][C:18]3[CH:19]=[C:20]([S:24]([NH2:27])(=[O:25])=[O:26])[CH:21]=[CH:22][CH:23]=3)=[N:7]2)[CH2:2][CH2:3][CH2:4][CH2:5]1. The catalyst class is: 10.